This data is from Forward reaction prediction with 1.9M reactions from USPTO patents (1976-2016). The task is: Predict the product of the given reaction. (1) Given the reactants [CH2:1]([O:3][C:4](=[O:9])[CH2:5][C:6]([OH:8])=O)[CH3:2].CCN(C(C)C)C(C)C.C1C=CC2N(O)N=NC=2C=1.CCN=C=NCCCN(C)C.Cl.Cl.[Cl:42][C:43]1[CH:55]=[CH:54][C:53]([F:56])=[CH:52][C:44]=1[O:45][CH:46]1[CH2:51][CH2:50][NH:49][CH2:48][CH2:47]1, predict the reaction product. The product is: [CH2:1]([O:3][C:4](=[O:9])[CH2:5][C:6]([N:49]1[CH2:48][CH2:47][CH:46]([O:45][C:44]2[CH:52]=[C:53]([F:56])[CH:54]=[CH:55][C:43]=2[Cl:42])[CH2:51][CH2:50]1)=[O:8])[CH3:2]. (2) The product is: [CH2:1]([S:3][C:4]1[CH:21]=[CH:20][CH:19]=[CH:18][C:5]=1[C:6]1[N:16]([CH3:17])[C:10]2=[N:11][CH:12]=[C:13]([CH3:15])[CH:14]=[C:9]2[N:8]=1)[CH3:2]. Given the reactants [CH2:1]([S:3][C:4]1[CH:21]=[CH:20][CH:19]=[CH:18][C:5]=1[C:6]([NH:8][C:9]1[C:10]([NH:16][CH3:17])=[N:11][CH:12]=[C:13]([CH3:15])[CH:14]=1)=O)[CH3:2].P([O-])([O-])([O-])=O.[K+].[K+].[K+].C(O)(C)(C)C, predict the reaction product. (3) The product is: [CH3:1][C:2]1([CH3:33])[CH2:7][NH:6][CH2:5][C:4]2[CH:20]=[C:21]([C:23]([NH:25][O:26][CH:27]3[CH2:32][CH2:31][CH2:30][CH2:29][O:28]3)=[O:24])[S:22][C:3]1=2. Given the reactants [CH3:1][C:2]1([CH3:33])[CH2:7][N:6](S(C2C=CC=CC=2[N+]([O-])=O)(=O)=O)[CH2:5][C:4]2[CH:20]=[C:21]([C:23]([NH:25][O:26][CH:27]3[CH2:32][CH2:31][CH2:30][CH2:29][O:28]3)=[O:24])[S:22][C:3]1=2.C(=O)([O-])[O-].[Cs+].[Cs+].C1(S)C=CC=CC=1, predict the reaction product.